Dataset: Peptide-MHC class I binding affinity with 185,985 pairs from IEDB/IMGT. Task: Regression. Given a peptide amino acid sequence and an MHC pseudo amino acid sequence, predict their binding affinity value. This is MHC class I binding data. (1) The peptide sequence is TIERIFNAK. The MHC is HLA-A33:01 with pseudo-sequence HLA-A33:01. The binding affinity (normalized) is 0.298. (2) The MHC is HLA-A30:01 with pseudo-sequence HLA-A30:01. The peptide sequence is CLRCSKLNL. The binding affinity (normalized) is 0.429. (3) The peptide sequence is YVFPVIFSK. The MHC is HLA-B44:03 with pseudo-sequence HLA-B44:03. The binding affinity (normalized) is 0. (4) The peptide sequence is GAWCYDYTV. The MHC is HLA-B57:01 with pseudo-sequence HLA-B57:01. The binding affinity (normalized) is 0.0847. (5) The peptide sequence is SSRMYCSFY. The MHC is HLA-A26:01 with pseudo-sequence HLA-A26:01. The binding affinity (normalized) is 0.345. (6) The peptide sequence is LNLYPVARQR. The MHC is Patr-A0401 with pseudo-sequence Patr-A0401. The binding affinity (normalized) is 0.359. (7) The peptide sequence is YTVEYPNL. The MHC is H-2-Db with pseudo-sequence H-2-Db. The binding affinity (normalized) is 0.